Task: Regression/Classification. Given a drug SMILES string, predict its absorption, distribution, metabolism, or excretion properties. Task type varies by dataset: regression for continuous measurements (e.g., permeability, clearance, half-life) or binary classification for categorical outcomes (e.g., BBB penetration, CYP inhibition). Dataset: rlm.. Dataset: Rat liver microsome stability data (1) The drug is COc1ccc(S(=O)(=O)Nc2cnccc2C(=O)Nc2nc(-c3ccccc3)cs2)cc1. The result is 1 (stable in rat liver microsomes). (2) The compound is CC(=O)C1CCN(c2ncc(-c3cccc(N(C)C)c3)s2)CC1. The result is 1 (stable in rat liver microsomes). (3) The compound is CC(F)Cc1noc(CN2CCC(O[C@H]3CC[C@H](Oc4cnc(S(C)(=O)=O)cn4)CC3)CC2)n1. The result is 0 (unstable in rat liver microsomes). (4) The drug is CCOC(=O)N1CC(N)C(c2ccc(Cl)cc2Cl)C1. The result is 0 (unstable in rat liver microsomes).